From a dataset of Human Reference Interactome with 51,813 positive PPI pairs across 8,248 proteins, plus equal number of experimentally-validated negative pairs. Binary Classification. Given two protein amino acid sequences, predict whether they physically interact or not. (1) Protein 1 (ENSG00000175826) has sequence MMRTQCLLGLRTFVAFAAKLWSFFIYLLRRQIRTVIQYQTVRYDILPLSPVSRNRLAQVKRKILVLDLDETLIHSHHDGVLRPTVRPGTPPDFILKVVIDKHPVRFFVHKRPHVDFFLEVVSQWYELVVFTASMEIYGSAVADKLDNSRSILKRRYYRQHCTLELGSYIKDLSVVHSDLSSIVILDNSPGAYRSHPDNAIPIKSWFSDPSDTALLNLLPMLDALRFTADVRSVLSRNLHQHRLW*XQYQTVRYDILPLSPVSRNRLAQVKRKILVLDLDETLIHSHHDGVLRPTVRPGTP.... Protein 2 (ENSG00000145439) has sequence MDKVCAVFGGSRGIGRAVAQLMARKGYRLAVIARNLEGAKAAAGDLGGDHLAFSCDVAKEHDVQNTFEELEKHLGRVNFLVNAAGINRDGLLVRTKTEDMVSQLHTNLLGSMLTCKAAMRTMIQQQGGSIVNVGSIVGLKGNSGQSVYSASKGGLVGFSRALAKEVARKKIRVNVVAPGFVHTDMTKDLKEEHLKKNIPLGRFGETIEVAHAVVFLLESPYITGHVLVVDGGLQLIL*MDKVCAVFGGSRGIGRAVAQLMARKGYRLAVIARNLEGAKAAAGDLGGLPIMLPVLDPNS*M.... Result: 0 (the proteins do not interact). (2) Result: 1 (the proteins interact). Protein 1 (ENSG00000112578) has sequence MPKFKAARGVGGQEKHAPLADQILAGNAVRAGVREKRRGRGTGEAEEEYVGPRLSRRILQQARQQQEELEAEHGTGDKPAAPRERTTRLGPRMPQDGSDDEDEEWPTLEKAATMTAAGHHAEVVVDPEDERAIEMFMNKNPPARRTLADIIMEKLTEKQTEVETVMSEVSGFPMPQLDPRVLEVYRGVREVLSKYRSGKLPKAFKIIPALSNWEQILYVTEPEAWTAAAMYQATRIFASNLKERMAQRFYNLVLLPRVRDDVAEYKRLNFHLYMALKKALFKPGAWFKGILIPLCESGTC.... Protein 2 (ENSG00000164610) has sequence MSSRPGREDVGAAGARRPREPPEQELQRRREQKRRRHDAQQLQQLKHLESFYEKPPPGLIKEDETKPEDCIPDVPGNEHAREFLAHAPTKGLWMPLGKEVKVMQCWRCKRYGHRTGDKECPFFIKGNQKLEQFRVAHEDPMYDIIRDNKRHEKDVRIQQLKQLLEDSTSDEDRSSSSSSEGKEKHKKKKKKEKHKKRKKEKKKKKKRKHKSSKSNEGSDSE*MAGAAQHREEKHSALLSYEKPPPGLIKEDETKPEDCIPDVPGNEHAREFLAHAPTKGLWMPLGKEVKVMQCWRCKRYG.... (3) Protein 1 (ENSG00000136937) has sequence MSRRRHSDENDGGQPHKRRKTSDANETEDHLESLICKVGEKSACSLESNLEGLAGVLEADLPNYKSKILRLLCTVARLLPEKLTIYTTLVGLLNARNYNFGGEFVEAMIRQLKESLKANNYNEAVYLVRFLSDLVNCHVIAAPSMVAMFENFVSVTQEEDVPQVRRDWYVYAFLSSLPWVGKELYEKKDAEMDRIFANTESYLKRRQKTHVPMLQVWTADKPHPQEEYLDCLWAQIQKLKKDRWQERHILRPYLAFDSILCEALQHNLPPFTPPPHTEDSVYPMPRVIFRMFDYTDDPEG.... Protein 2 (ENSG00000197912) has sequence MAVLLLLLRALRRGPGPGPRPLWGPGPAWSPGFPARPGRGRPYMASRPPGDLAEAGGRALQSLQLRLLTPTFEGINGLLLKQHLVQNPVRLWQLLGGTFYFNTSRLKQKNKEKDKSKGKAPEEDEEERRRRERDDQMYRERLRTLLVIAVVMSLLNALSTSGGSISWNDFVHEMLAKGEVQRVQVVPESDVVEVYLHPGAVVFGRPRLALMYRMQVANIDKFEEKLRAAEDELNIEAKDRIPVSYKRTGFFGNALYSVGMTAVGLAILWYVFRLAGMTGREGGFSAFNQLKMARFTIVDG.... Result: 0 (the proteins do not interact). (4) Protein 1 (ENSG00000174780) has sequence XNKILQINKDDVTALHCKVVCLIQNGSFKEALNVINTHTKVLANNSLSFEKAYCEYRLNRIENALKTIESANQQTDKLKELYGQVLYRLERYDECLAVYRDLVRNSQDDYDEERKTNLSAVVAAQSNWEKVVPENLGLQEGTHELCYNTACALIGQGQLNQAMKILQKAEDLCRRSLSEDTDGTEEDPQAELAIIHGQMAYILQLQGRTEEALQLYNQIIKLKPTDVGLLAVIANNIITINKAEQCRKISASLQSQSPEHLLPVLIQAAQLCREKQHTKAIELLQEFSDQHPENAAEIKL.... Protein 2 (ENSG00000197273) has sequence MNAFLLSALCLLGAWAALAGGVTVQDGNFSFSLESVKKLKDLQEPQEPRVGKLRNFAPIPGEPVVPILCSNPNFPEELKPLCKEPNAQEILQRLEEIAEDPGTCEICAYAACTGC*. Result: 0 (the proteins do not interact). (5) Protein 1 (ENSG00000153094) has sequence MAKQPSDVSSECDREGRQLQPAERPPQLRPGAPTSLQTEPQDRSPAPMSCDKSTQTPSPPCQAFNHYLSAMVVILEDIGDLSLCFGFIFTGLDLYGHHHSQDTEQLNHKDFS*MAKQPSDVSSECDREGRQLQPAERPPQLRPGAPTSLQTEPQDRSPAPMSCDKSTQTPSPPCQAFNHYLSAMASMRQAEPADMRPEIWIAQELRRIGDEFNAYYARRVFLNNYQAAEDHPRMVILRLLRYIVRLVWRMH*MAKQPSDVSSECDREGRQLQPAERPPQLRPGAPTSLQTEPQVSLCHPG.... Protein 2 (ENSG00000171552) has sequence MSQSNRELVVDFLSYKLSQKGYSWSQFSDVEENRTEAPEGTESEMETPSAINGNPSWHLADSPAVNGATGHSSSLDAREVIPMAAVKQALREAGDEFELRYRRAFSDLTSQLHITPGTAYQSFEQVVNELFRDGVNWGRIVAFFSFGGALCVESVDKEMQVLVSRIAAWMATYLNDHLEPWIQENGGWDTFVELYGNNAAAESRKGQERFNRWFLTGMTVAGVVLLGSLFSRK*MSQSNRELVVDFLSYKLSQKGYSWSQFSDVEENRTEAPEGTESEMETPSAINGNPSWHLADSPAVN.... Result: 1 (the proteins interact).